Dataset: Catalyst prediction with 721,799 reactions and 888 catalyst types from USPTO. Task: Predict which catalyst facilitates the given reaction. Reactant: [F:1][C:2]1[C:3]([C:22](OC)=[O:23])=[CH:4][N:5]([S:13]([C:16]2[CH:17]=[N:18][CH:19]=[CH:20][CH:21]=2)(=[O:15])=[O:14])[C:6]=1[C:7]1[CH:12]=[CH:11][CH:10]=[CH:9][CH:8]=1.[H-].C([Al+]CC(C)C)C(C)C.O.C(OCC)(=O)C. Product: [F:1][C:2]1[C:3]([CH:22]=[O:23])=[CH:4][N:5]([S:13]([C:16]2[CH:17]=[N:18][CH:19]=[CH:20][CH:21]=2)(=[O:15])=[O:14])[C:6]=1[C:7]1[CH:12]=[CH:11][CH:10]=[CH:9][CH:8]=1. The catalyst class is: 207.